From a dataset of Full USPTO retrosynthesis dataset with 1.9M reactions from patents (1976-2016). Predict the reactants needed to synthesize the given product. (1) Given the product [CH2:34]([S:30]([C:4]1[N:13]=[CH:12][C:11]2[C:6](=[CH:7][C:8]([O:14][CH:15]3[CH2:20][CH2:19][N:18]([C:21]([O:23][C:24]([CH3:26])([CH3:25])[CH3:27])=[O:22])[CH2:17][CH2:16]3)=[CH:9][CH:10]=2)[N:5]=1)(=[O:32])=[O:29])[CH3:35], predict the reactants needed to synthesize it. The reactants are: C(S[C:4]1[N:13]=[CH:12][C:11]2[C:6](=[CH:7][C:8]([O:14][CH:15]3[CH2:20][CH2:19][N:18]([C:21]([O:23][C:24]([CH3:27])([CH3:26])[CH3:25])=[O:22])[CH2:17][CH2:16]3)=[CH:9][CH:10]=2)[N:5]=1)C.O[O:29][S:30]([O-:32])=O.[K+].[CH2:34]1COC[CH2:35]1. (2) Given the product [NH2:4][CH:5]1[CH2:14][C:13]2[C:8](=[CH:9][CH:10]=[CH:11][CH:12]=2)[N:7]([CH2:17][CH2:18][O:19][CH2:20][CH2:21][O:22][CH3:23])[C:6]1=[O:15], predict the reactants needed to synthesize it. The reactants are: [H-].[Na+].Cl.[NH2:4][CH:5]1[CH2:14][C:13]2[C:8](=[CH:9][CH:10]=[CH:11][CH:12]=2)[NH:7][C:6]1=[O:15].Br[CH2:17][CH2:18][O:19][CH2:20][CH2:21][O:22][CH3:23]. (3) Given the product [CH2:1]([NH:13][C:27](=[O:28])[NH:26][CH2:14][CH2:15][CH2:16][CH2:17][CH2:18][CH2:19][CH2:20][CH2:21][CH2:22][CH2:23][CH2:24][CH3:25])[CH2:2][CH2:3][CH2:4][CH2:5][CH2:6][CH2:7][CH2:8][CH2:9][CH2:10][CH2:11][CH3:12], predict the reactants needed to synthesize it. The reactants are: [CH2:1]([NH2:13])[CH2:2][CH2:3][CH2:4][CH2:5][CH2:6][CH2:7][CH2:8][CH2:9][CH2:10][CH2:11][CH3:12].[CH2:14]([N:26]=[C:27]=[O:28])[CH2:15][CH2:16][CH2:17][CH2:18][CH2:19][CH2:20][CH2:21][CH2:22][CH2:23][CH2:24][CH3:25]. (4) Given the product [CH2:20]([N:11]([CH2:10][C:7]1[CH:8]=[CH:9][C:4]([C:3]([OH:28])=[O:2])=[CH:5][C:6]=1[Br:27])[CH2:12][C:13]([O:15][C:16]([CH3:19])([CH3:18])[CH3:17])=[O:14])[C:21]1[CH:22]=[CH:23][CH:24]=[CH:25][CH:26]=1, predict the reactants needed to synthesize it. The reactants are: C[O:2][C:3](=[O:28])[C:4]1[CH:9]=[CH:8][C:7]([CH2:10][N:11]([CH2:20][C:21]2[CH:26]=[CH:25][CH:24]=[CH:23][CH:22]=2)[CH2:12][C:13]([O:15][C:16]([CH3:19])([CH3:18])[CH3:17])=[O:14])=[C:6]([Br:27])[CH:5]=1.[OH-].[Li+]. (5) The reactants are: O.[OH-].[Li+].[CH:4]1([NH:10][C:11]2[C:16]([C:17]3[CH2:21][C:20]([CH2:26][C:27]([O:29]C)=[O:28])([C:22]([O:24]C)=[O:23])[O:19][N:18]=3)=[CH:15][N:14]=[C:13]3[N:31]([CH2:34][CH3:35])[N:32]=[CH:33][C:12]=23)[CH2:9][CH2:8][CH2:7][CH2:6][CH2:5]1. Given the product [C:27]([CH2:26][C:20]1([C:22]([OH:24])=[O:23])[O:19][N:18]=[C:17]([C:16]2[C:11]([NH:10][CH:4]3[CH2:9][CH2:8][CH2:7][CH2:6][CH2:5]3)=[C:12]3[CH:33]=[N:32][N:31]([CH2:34][CH3:35])[C:13]3=[N:14][CH:15]=2)[CH2:21]1)([OH:29])=[O:28], predict the reactants needed to synthesize it. (6) Given the product [C:1]1([CH2:7][O:8][C:9](=[O:17])[NH:10][CH2:11][C@@H:12]2[CH2:16][CH2:15][N:14]([CH2:32][C@@H:30]([OH:31])[C:23]3[C:22]4[C:27](=[CH:28][CH:29]=[C:20]([O:19][CH3:18])[N:21]=4)[N:26]=[CH:25][CH:24]=3)[CH2:13]2)[CH:2]=[CH:3][CH:4]=[CH:5][CH:6]=1, predict the reactants needed to synthesize it. The reactants are: [C:1]1([CH2:7][O:8][C:9](=[O:17])[NH:10][CH2:11][C@H:12]2[CH2:16][CH2:15][NH:14][CH2:13]2)[CH:6]=[CH:5][CH:4]=[CH:3][CH:2]=1.[CH3:18][O:19][C:20]1[CH:29]=[CH:28][C:27]2[C:22](=[C:23]([C@H:30]3[CH2:32][O:31]3)[CH:24]=[CH:25][N:26]=2)[N:21]=1. (7) The reactants are: P([O-])([O-])([O-])=O.[CH3:6][CH:7]([C:12](=[O:15])[CH2:13][CH3:14])[C:8](=[O:11])[CH2:9][CH3:10].[Na+].[Cl-].O=C[C@@H]([C@H]([C@@H]([C@@H](CO)O)O)O)O.[OH-].[Na+]. Given the product [OH:15][C@H:12]([CH2:13][CH3:14])[C@H:7]([CH3:6])[C:8](=[O:11])[CH2:9][CH3:10], predict the reactants needed to synthesize it.